This data is from Forward reaction prediction with 1.9M reactions from USPTO patents (1976-2016). The task is: Predict the product of the given reaction. (1) Given the reactants C(F)(F)F.C([O:9][K])(C)(C)C.CN(C=O)C.[CH:16](=[O:23])[C:17]1[CH:22]=[CH:21][CH:20]=[CH:19][CH:18]=1, predict the reaction product. The product is: [CH2:16]([OH:23])[C:17]1[CH:22]=[CH:21][CH:20]=[CH:19][CH:18]=1.[C:16]([OH:9])(=[O:23])[C:17]1[CH:22]=[CH:21][CH:20]=[CH:19][CH:18]=1. (2) Given the reactants [F:1][C:2]1([F:29])[CH2:7][CH2:6][N:5]([C:8]([C:10]2[NH:11][C:12]3[C:17]([CH:18]=2)=[CH:16][C:15]([O:19][CH:20]2[CH2:25][CH2:24][N:23]([CH:26]([CH3:28])[CH3:27])[CH2:22][CH2:21]2)=[CH:14][CH:13]=3)=[O:9])[CH2:4][CH2:3]1.[CH3:30][O:31][C:32]1[CH:33]=[C:34](B(O)O)[CH:35]=[CH:36][CH:37]=1, predict the reaction product. The product is: [F:29][C:2]1([F:1])[CH2:7][CH2:6][N:5]([C:8]([C:10]2[N:11]([C:36]3[CH:35]=[CH:34][CH:33]=[C:32]([O:31][CH3:30])[CH:37]=3)[C:12]3[C:17]([CH:18]=2)=[CH:16][C:15]([O:19][CH:20]2[CH2:25][CH2:24][N:23]([CH:26]([CH3:27])[CH3:28])[CH2:22][CH2:21]2)=[CH:14][CH:13]=3)=[O:9])[CH2:4][CH2:3]1. (3) Given the reactants [Cl:1][C:2]1[CH:7]=[CH:6][CH:5]=[C:4]([CH2:8][CH3:9])[C:3]=1[CH:10]=[C:11]1[CH:16]2[CH2:17][CH:13]([CH2:14][CH2:15]2)[C:12]1=[O:18].OO.[Se](=O)=[O:22], predict the reaction product. The product is: [Cl:1][C:2]1[CH:7]=[CH:6][CH:5]=[C:4]([CH2:8][CH3:9])[C:3]=1[CH:10]=[C:11]1[CH:16]2[CH2:17][CH:13]([CH2:14][CH2:15]2)[C:12](=[O:18])[O:22]1. (4) Given the reactants [CH3:1][C:2](=[N:4][OH:5])[CH3:3].CC([O-])(C)C.[K+].[CH3:12][O:13][C:14]([C:16]1[C:21]([NH:22][C:23]2[CH:28]=[CH:27][CH:26]=[CH:25][C:24]=2[F:29])=[C:20]([F:30])[C:19](Cl)=[C:18]([C:32](=[O:34])[CH3:33])[N:17]=1)=[O:15], predict the reaction product. The product is: [CH3:12][O:13][C:14]([C:16]1[C:21]([NH:22][C:23]2[CH:28]=[CH:27][CH:26]=[CH:25][C:24]=2[F:29])=[C:20]([F:30])[C:19]([O:5][N:4]=[C:2]([CH3:3])[CH3:1])=[C:18]([C:32](=[O:34])[CH3:33])[N:17]=1)=[O:15]. (5) The product is: [NH2:33][CH2:32][C:27]1[CH:28]=[CH:29][CH:30]=[CH:31][C:26]=1[C:23]1[CH:22]=[CH:21][C:20]([C:18]([NH:17][C:12]2[CH:13]=[CH:14][CH:15]=[CH:16][C:11]=2[C:9](=[O:10])[NH:8][C:5]2[CH:4]=[CH:3][C:2]([Cl:1])=[CH:7][N:6]=2)=[O:19])=[CH:25][CH:24]=1. Given the reactants [Cl:1][C:2]1[CH:3]=[CH:4][C:5]([NH:8][C:9]([C:11]2[CH:16]=[CH:15][CH:14]=[CH:13][C:12]=2[NH:17][C:18]([C:20]2[CH:25]=[CH:24][C:23]([C:26]3[CH:31]=[CH:30][CH:29]=[CH:28][C:27]=3[C:32]#[N:33])=[CH:22][CH:21]=2)=[O:19])=[O:10])=[N:6][CH:7]=1.[BH4-].[Na+], predict the reaction product. (6) Given the reactants O[CH2:2][C:3]([N:5]([CH3:7])[CH3:6])=[O:4].[CH2:8]([O:15][C:16]1[C:21]([CH3:22])=[CH:20][C:19]([CH2:23][C@@H:24]([O:42][C:43]([N:45]2[CH2:50][CH2:49][CH:48]([N:51]3[CH2:57][CH2:56][C:55]4[CH:58]=[CH:59][CH:60]=[CH:61][C:54]=4[NH:53][C:52]3=[O:62])[CH2:47][CH2:46]2)=[O:44])[C:25]([N:27]2[CH2:32][CH2:31][CH:30]([N:33]3[CH2:38][CH2:37][CH:36]([C:39]([OH:41])=[O:40])[CH2:35][CH2:34]3)[CH2:29][CH2:28]2)=[O:26])=[CH:18][C:17]=1[CH3:63])[C:9]1[CH:14]=[CH:13][CH:12]=[CH:11][CH:10]=1.CN(C(ON1N=NC2C=CC=CC1=2)=[N+](C)C)C.[B-](F)(F)(F)F.C(N(CC)CC)C.C([O-])(O)=O.[Na+], predict the reaction product. The product is: [CH2:8]([O:15][C:16]1[C:21]([CH3:22])=[CH:20][C:19]([CH2:23][C@@H:24]([O:42][C:43]([N:45]2[CH2:46][CH2:47][CH:48]([N:51]3[CH2:57][CH2:56][C:55]4[CH:58]=[CH:59][CH:60]=[CH:61][C:54]=4[NH:53][C:52]3=[O:62])[CH2:49][CH2:50]2)=[O:44])[C:25]([N:27]2[CH2:32][CH2:31][CH:30]([N:33]3[CH2:34][CH2:35][CH:36]([C:39]([O:41][CH2:2][C:3](=[O:4])[N:5]([CH3:7])[CH3:6])=[O:40])[CH2:37][CH2:38]3)[CH2:29][CH2:28]2)=[O:26])=[CH:18][C:17]=1[CH3:63])[C:9]1[CH:10]=[CH:11][CH:12]=[CH:13][CH:14]=1. (7) Given the reactants [Br:1][C:2]1[CH:7]=[C:6]([F:8])[CH:5]=[C:4]([F:9])[CH:3]=1.C([N-]C(C)C)(C)C.[Li+].[CH3:18][N:19](C)[CH:20]=[O:21].[NH2:23][CH2:24][C:25]1[CH:32]=[CH:31][C:28](C#N)=[CH:27][CH:26]=1.C1[CH2:37][O:36][CH2:35]C1, predict the reaction product. The product is: [Br:1][C:2]1[CH:7]=[C:6]([F:8])[C:5]([CH:35]([O:36][CH3:37])[C:20]([NH:19][CH2:18][C:28]2[CH:31]=[CH:32][C:25]([C:24]#[N:23])=[CH:26][CH:27]=2)=[O:21])=[C:4]([F:9])[CH:3]=1. (8) The product is: [F:12][C:13]1[CH:18]=[C:17]([C:2]2[CH:3]=[CH:4][C:5]([CH3:11])=[C:6]([CH:10]=2)[C:7]([OH:9])=[O:8])[CH:16]=[CH:15][CH:14]=1. Given the reactants Br[C:2]1[CH:3]=[CH:4][C:5]([CH3:11])=[C:6]([CH:10]=1)[C:7]([OH:9])=[O:8].[F:12][C:13]1[CH:14]=[C:15](B(O)O)[CH:16]=[CH:17][CH:18]=1.CN(C=O)C.C([O-])([O-])=O.[Na+].[Na+], predict the reaction product.